This data is from Reaction yield outcomes from USPTO patents with 853,638 reactions. The task is: Predict the reaction yield, written as a fraction of the theoretical maximum amount of product (1.0 means a 100% yield; for example, 0.34 means a 34% yield). (1) The reactants are [C:1]([O:5][C:6]([N:8]1[CH2:13][CH2:12][CH:11]([NH:14][CH2:15][CH2:16][C:17]([O:19]C)=O)[CH2:10][CH2:9]1)=[O:7])([CH3:4])([CH3:3])[CH3:2].C[Mg]Br.C(OCC)C. The catalyst is C1COCC1. The product is [C:1]([O:5][C:6]([N:8]1[CH2:13][CH2:12][CH:11]([N:14]2[CH2:15][CH2:16][C:17]2=[O:19])[CH2:10][CH2:9]1)=[O:7])([CH3:4])([CH3:3])[CH3:2]. The yield is 0.200. (2) The reactants are [N:1]1[CH:6]=[CH:5][CH:4]=[CH:3][C:2]=1[CH2:7][NH2:8].[CH:9]1([C:12](=O)[CH3:13])[CH2:11][CH2:10]1.[BH4-].[Na+]. The yield is 0.370. The product is [CH:9]1([CH:12]([NH:8][CH2:7][C:2]2[CH:3]=[CH:4][CH:5]=[CH:6][N:1]=2)[CH3:13])[CH2:11][CH2:10]1. The catalyst is CO.CC([O-])C.CC([O-])C.CC([O-])C.CC([O-])C.[Ti+4]. (3) The reactants are C(OC(=O)C)(=O)C.[CH:8]([OH:10])=O.[NH2:11][C:12]1[CH:13]=[C:14]2[C:19](=[CH:20][N:21]=1)[C:18]([N:22]1[C:30](=[O:31])[C:29]3[C:24](=[CH:25][CH:26]=[CH:27][CH:28]=3)[C:23]1=[O:32])=[N:17][CH:16]=[CH:15]2. The catalyst is C(Cl)Cl. The product is [O:31]=[C:30]1[C:29]2[C:24](=[CH:25][CH:26]=[CH:27][CH:28]=2)[C:23](=[O:32])[N:22]1[C:18]1[N:17]=[CH:16][CH:15]=[C:14]2[C:19]=1[CH:20]=[N:21][C:12]([NH:11][CH:8]=[O:10])=[CH:13]2. The yield is 0.730. (4) The reactants are [CH:1]1([C@H:4]([O:6][C:7](=[O:30])[NH:8][C:9]2[CH:14]=[CH:13][C:12]([C:15]3[N:16]([CH:27]4[CH2:29][CH2:28]4)[C:17]4[C:22]([C:23]=3[C:24]#[N:25])=[CH:21][CH:20]=[C:19]([OH:26])[CH:18]=4)=[CH:11][CH:10]=2)[CH3:5])[CH2:3][CH2:2]1.C([O-])([O-])=O.[Cs+].[Cs+].Cl[C:38]1[N:43]=[CH:42][CH:41]=[CH:40][N:39]=1.O. The catalyst is CN(C=O)C. The product is [CH:1]1([C@H:4]([O:6][C:7](=[O:30])[NH:8][C:9]2[CH:14]=[CH:13][C:12]([C:15]3[N:16]([CH:27]4[CH2:28][CH2:29]4)[C:17]4[C:22]([C:23]=3[C:24]#[N:25])=[CH:21][CH:20]=[C:19]([O:26][C:38]3[N:43]=[CH:42][CH:41]=[CH:40][N:39]=3)[CH:18]=4)=[CH:11][CH:10]=2)[CH3:5])[CH2:3][CH2:2]1. The yield is 1.00. (5) The reactants are [CH3:1][C:2]1([CH3:26])[N:5]([CH2:6][C:7]2[CH:12]=[CH:11][CH:10]=[CH:9][C:8]=2[S:13][CH3:14])[N:4]([CH:15]2[CH:22]3[CH2:23][CH:18]4[CH2:19][CH:20]([CH2:24][CH:16]2[CH2:17]4)[CH2:21]3)[C:3]1=[O:25].[OH2:27].[OH:28]O.O. The catalyst is CO.[Cl-].[Cl-].[Cl-].[Cl-].[Cl-].[Ta+5]. The product is [CH3:1][C:2]1([CH3:26])[N:5]([CH2:6][C:7]2[CH:12]=[CH:11][CH:10]=[CH:9][C:8]=2[S:13]([CH3:14])(=[O:28])=[O:27])[N:4]([CH:15]2[CH:16]3[CH2:17][CH:18]4[CH2:19][CH:20]([CH2:21][CH:22]2[CH2:23]4)[CH2:24]3)[C:3]1=[O:25]. The yield is 0.320. (6) The reactants are [CH2:1]([N:3]([CH3:33])[C:4]([C:6]1[CH:10]=[C:9]([C:11]2[CH:12]=[N:13][C:14]([NH:17]C(OC(C)(C)C)=O)=[CH:15][CH:16]=2)[N:8]([C:25]2[CH:26]=[N:27][C:28]([O:31][CH3:32])=[CH:29][CH:30]=2)[N:7]=1)=[O:5])[CH3:2].FC(F)(F)C(O)=O. No catalyst specified. The product is [CH2:1]([N:3]([CH3:33])[C:4]([C:6]1[CH:10]=[C:9]([C:11]2[CH:12]=[N:13][C:14]([NH2:17])=[CH:15][CH:16]=2)[N:8]([C:25]2[CH:26]=[N:27][C:28]([O:31][CH3:32])=[CH:29][CH:30]=2)[N:7]=1)=[O:5])[CH3:2]. The yield is 0.730. (7) The reactants are C([O-])([O-])=O.[K+].[K+].Br[C:8]1[CH:13]=[CH:12][C:11]([C@@H:14]2[CH2:16][C@H:15]2[NH:17][C:18](=[O:24])[O:19][C:20]([CH3:23])([CH3:22])[CH3:21])=[CH:10][CH:9]=1.[NH2:25][C:26]1[CH:27]=[C:28](B(O)O)[CH:29]=[CH:30][CH:31]=1. The catalyst is C(#N)C.C1C=CC([P]([Pd]([P](C2C=CC=CC=2)(C2C=CC=CC=2)C2C=CC=CC=2)([P](C2C=CC=CC=2)(C2C=CC=CC=2)C2C=CC=CC=2)[P](C2C=CC=CC=2)(C2C=CC=CC=2)C2C=CC=CC=2)(C2C=CC=CC=2)C2C=CC=CC=2)=CC=1. The product is [NH2:25][C:26]1[CH:31]=[C:30]([C:8]2[CH:13]=[CH:12][C:11]([C@@H:14]3[CH2:16][C@H:15]3[NH:17][C:18](=[O:24])[O:19][C:20]([CH3:23])([CH3:22])[CH3:21])=[CH:10][CH:9]=2)[CH:29]=[CH:28][CH:27]=1. The yield is 0.386.